Dataset: Forward reaction prediction with 1.9M reactions from USPTO patents (1976-2016). Task: Predict the product of the given reaction. (1) Given the reactants C[O:2][C:3]([C:5]1[S:9][C:8]([N:10]2[CH2:15][CH2:14][N:13]([C:16](=[O:23])[C:17]3[CH:22]=[CH:21][CH:20]=[CH:19][CH:18]=3)[CH2:12][CH2:11]2)=[N:7][CH:6]=1)=[O:4].Cl.NO.C[O-].[Na+].CO.Cl, predict the reaction product. The product is: [C:16]([N:13]1[CH2:14][CH2:15][N:10]([C:8]2[S:9][C:5]([C:3]([OH:4])=[O:2])=[CH:6][N:7]=2)[CH2:11][CH2:12]1)(=[O:23])[C:17]1[CH:22]=[CH:21][CH:20]=[CH:19][CH:18]=1. (2) Given the reactants C[CH:2]([OH:14])[CH2:3][O:4][CH2:5][CH2:5][O:4][CH2:3][CH2:2][O:14]CCO.[C:15]([O:19][C:20]([CH3:23])([CH3:22])[CH3:21])(=[O:18])[CH:16]=[CH2:17].[Na], predict the reaction product. The product is: [C:20]([O:19][C:15](=[O:18])[CH2:16][CH2:17][O:14][CH2:2][CH2:3][O:4][CH3:5])([CH3:23])([CH3:22])[CH3:21]. (3) Given the reactants [C:1]1([C@H:11]([NH:13][CH:14]2[CH2:17][N:16](C(OCC3C=CC=CC=3)=O)[CH2:15]2)[CH3:12])[C:10]2[C:5](=[CH:6][CH:7]=[CH:8][CH:9]=2)[CH:4]=[CH:3][CH:2]=1, predict the reaction product. The product is: [C:1]1([C@H:11]([NH:13][CH:14]2[CH2:17][NH:16][CH2:15]2)[CH3:12])[C:10]2[C:5](=[CH:6][CH:7]=[CH:8][CH:9]=2)[CH:4]=[CH:3][CH:2]=1.